Dataset: Forward reaction prediction with 1.9M reactions from USPTO patents (1976-2016). Task: Predict the product of the given reaction. (1) Given the reactants [CH2:1]([O:4][C:5]([C:7]1[C:11]2[C:12](=O)[NH:13][CH2:14][CH2:15][CH2:16][C:10]=2[NH:9][CH:8]=1)=[O:6])[CH2:2][CH3:3].P12(SP3(SP(SP(S3)(S1)=S)(=S)S2)=S)=[S:19], predict the reaction product. The product is: [CH2:1]([O:4][C:5]([C:7]1[C:11]2[C:12](=[S:19])[NH:13][CH2:14][CH2:15][CH2:16][C:10]=2[NH:9][CH:8]=1)=[O:6])[CH2:2][CH3:3]. (2) Given the reactants [CH:1]1([CH2:6][C:7](=[O:48])/[CH:8]=[CH:9]\[C@H:10]([CH3:47])[C@H:11]([O:39][Si:40]([C:43]([CH3:46])([CH3:45])[CH3:44])([CH3:42])[CH3:41])[C@@H:12]([CH3:38])/[CH:13]=[C:14](/[CH3:37])\[CH2:15][C@H:16]([CH3:36])[C@@H:17]([O:28][Si:29]([C:32]([CH3:35])([CH3:34])[CH3:33])([CH3:31])[CH3:30])[C@H:18]([CH3:27])[C@@H:19]([OH:26])[C@@H:20]([CH3:25])/[CH:21]=[CH:22]\[CH:23]=[CH2:24])[CH2:5][CH2:4][CH2:3][CH2:2]1.ClC(Cl)(Cl)[C:51]([N:53]=C=O)=[O:52], predict the reaction product. The product is: [NH2:53][C:51]([O:26][CH:19]([CH:20]([CH3:25])[CH:21]=[CH:22][CH:23]=[CH2:24])[CH:18]([CH3:27])[CH:17]([O:28][Si:29]([C:32]([CH3:33])([CH3:34])[CH3:35])([CH3:30])[CH3:31])[CH:16]([CH3:36])[CH2:15][C:14]([CH3:37])=[CH:13][CH:12]([CH3:38])[CH:11]([O:39][Si:40]([C:43]([CH3:44])([CH3:45])[CH3:46])([CH3:42])[CH3:41])[CH:10]([CH3:47])[CH:9]=[CH:8][C:7](=[O:48])[CH2:6][CH:1]1[CH2:5][CH2:4][CH2:3][CH2:2]1)=[O:52]. (3) Given the reactants [NH2:1][C:2]1[CH:9]=[C:8]([F:10])[C:7]([Cl:11])=[CH:6][C:3]=1[CH:4]=O.CC1(C)[O:18][C:17](=O)[CH:16]=[C:15]([CH3:20])[O:14]1, predict the reaction product. The product is: [C:15]([C:16]1[C:17](=[O:18])[NH:1][C:2]2[C:3]([CH:4]=1)=[CH:6][C:7]([Cl:11])=[C:8]([F:10])[CH:9]=2)(=[O:14])[CH3:20]. (4) Given the reactants [CH3:1][C:2]1[CH:7]=[C:6]([O:8][CH3:9])[C:5]([CH3:10])=[CH:4][C:3]=1[NH:11][C:12](=[O:39])[CH2:13][N:14]([CH2:21][C:22]1[CH:27]=[CH:26][C:25]([S:28][C:29]([CH3:38])([CH3:37])[C:30]([O:32]C(C)(C)C)=[O:31])=[CH:24][CH:23]=1)[CH2:15][C:16]1[O:17][CH:18]=[CH:19][CH:20]=1.FC(F)(F)C(O)=O, predict the reaction product. The product is: [CH3:1][C:2]1[CH:7]=[C:6]([O:8][CH3:9])[C:5]([CH3:10])=[CH:4][C:3]=1[NH:11][C:12](=[O:39])[CH2:13][N:14]([CH2:21][C:22]1[CH:23]=[CH:24][C:25]([S:28][C:29]([CH3:37])([CH3:38])[C:30]([OH:32])=[O:31])=[CH:26][CH:27]=1)[CH2:15][C:16]1[O:17][CH:18]=[CH:19][CH:20]=1. (5) Given the reactants [C:1]([O:5][C:6](=[O:20])/[CH:7]=[CH:8]/[C:9]1[C:14]([C:15]([O:17]C)=[O:16])=[CH:13][C:12]([Cl:19])=[N:11][CH:10]=1)([CH3:4])([CH3:3])[CH3:2].O.[OH-].[Li+], predict the reaction product. The product is: [C:1]([O:5][C:6](=[O:20])/[CH:7]=[CH:8]/[C:9]1[C:14]([C:15]([OH:17])=[O:16])=[CH:13][C:12]([Cl:19])=[N:11][CH:10]=1)([CH3:4])([CH3:2])[CH3:3]. (6) Given the reactants [Cl:1][C:2]1[N:7]=[C:6](Cl)[C:5]([C:9]([O:11][CH2:12][CH3:13])=[O:10])=[CH:4][N:3]=1.[F:14][C:15]1[CH:16]=[C:17]([NH2:26])[CH:18]=[CH:19][C:20]=1[C:21]1[N:22]=[CH:23][S:24][CH:25]=1.CCN(C(C)C)C(C)C, predict the reaction product. The product is: [Cl:1][C:2]1[N:7]=[C:6]([NH:26][C:17]2[CH:18]=[CH:19][C:20]([C:21]3[N:22]=[CH:23][S:24][CH:25]=3)=[C:15]([F:14])[CH:16]=2)[C:5]([C:9]([O:11][CH2:12][CH3:13])=[O:10])=[CH:4][N:3]=1. (7) Given the reactants [Cl:1][C:2]1[CH:7]=[C:6]([N+:8]([O-:10])=[O:9])[C:5]([O:11][CH3:12])=[CH:4][C:3]=1F.[C:14]([O:21][CH3:22])(=[O:20])[CH2:15][C:16]([O:18][CH3:19])=[O:17].[OH-].[Na+].Cl, predict the reaction product. The product is: [Cl:1][C:2]1[CH:7]=[C:6]([N+:8]([O-:10])=[O:9])[C:5]([O:11][CH3:12])=[CH:4][C:3]=1[CH:15]([C:14]([O:21][CH3:22])=[O:20])[C:16]([O:18][CH3:19])=[O:17]. (8) The product is: [C:39]([C:27]1[CH:28]=[C:29]([C:32]2[CH:37]=[CH:36][CH:35]=[C:34]([CH3:38])[N:33]=2)[CH:30]=[CH:31][C:26]=1[O:25][C:19]1[CH:20]=[CH:21][C:22]([F:24])=[C:23]2[C:18]=1[CH2:17][CH2:16][C@H:15]2[O:14][C:12]1[CH:11]=[CH:10][C:9]2[C@H:5]([CH2:4][C:3]([OH:41])=[O:2])[CH2:6][O:7][C:8]=2[CH:13]=1)#[N:40]. Given the reactants C[O:2][C:3](=[O:41])[CH2:4][C@H:5]1[C:9]2[CH:10]=[CH:11][C:12]([O:14][C@H:15]3[C:23]4[C:18](=[C:19]([O:25][C:26]5[CH:31]=[CH:30][C:29]([C:32]6[CH:37]=[CH:36][CH:35]=[C:34]([CH3:38])[N:33]=6)=[CH:28][C:27]=5[C:39]#[N:40])[CH:20]=[CH:21][C:22]=4[F:24])[CH2:17][CH2:16]3)=[CH:13][C:8]=2[O:7][CH2:6]1.[OH-].[K+], predict the reaction product. (9) Given the reactants Br[C:2]1[C:3]([N:23]2[CH2:27][CH2:26][C@H:25]([CH2:28][OH:29])[CH2:24]2)=[N:4][CH:5]=[C:6]([CH:22]=1)[C:7]([NH:9][C:10]1[CH:15]=[CH:14][C:13]([O:16][C:17]([F:20])([F:19])[F:18])=[C:12]([F:21])[CH:11]=1)=[O:8].O1CCCCC1[N:36]1[C:40](B2OC(C)(C)C(C)(C)O2)=[CH:39][CH:38]=[N:37]1, predict the reaction product. The product is: [F:21][C:12]1[CH:11]=[C:10]([NH:9][C:7](=[O:8])[C:6]2[CH:22]=[C:2]([C:38]3[NH:37][N:36]=[CH:40][CH:39]=3)[C:3]([N:23]3[CH2:27][CH2:26][C@H:25]([CH2:28][OH:29])[CH2:24]3)=[N:4][CH:5]=2)[CH:15]=[CH:14][C:13]=1[O:16][C:17]([F:20])([F:19])[F:18].